From a dataset of Full USPTO retrosynthesis dataset with 1.9M reactions from patents (1976-2016). Predict the reactants needed to synthesize the given product. The reactants are: [Cl:1][C:2]1[CH:3]=[C:4]2[O:8][C:7]([C:9]3[CH:14]=[CH:13][CH:12]=[CH:11][CH:10]=3)=[N:6][C:5]2=[C:15]([C:17]([OH:19])=O)[CH:16]=1.Cl.Cl.[NH2:22][CH:23]1[CH2:30][CH:29]2[N:31]([CH3:32])[CH:25]([CH2:26][CH2:27][CH2:28]2)[CH2:24]1.ON1C2C=CC=CC=2N=N1.C(N(C(C)C)CC)(C)C. Given the product [CH3:32][N:31]1[CH:25]2[CH2:26][CH2:27][CH2:28][CH:29]1[CH2:30][CH:23]([NH:22][C:17]([C:15]1[CH:16]=[C:2]([Cl:1])[CH:3]=[C:4]3[O:8][C:7]([C:9]4[CH:10]=[CH:11][CH:12]=[CH:13][CH:14]=4)=[N:6][C:5]=13)=[O:19])[CH2:24]2, predict the reactants needed to synthesize it.